Task: Predict the product of the given reaction.. Dataset: Forward reaction prediction with 1.9M reactions from USPTO patents (1976-2016) (1) Given the reactants [Cl:1][C:2]1[CH:3]=[C:4]([CH:11]=[C:12]([CH2:14][N:15]2[C:19]3[CH:20]=[CH:21][C:22]4[N:23]([C:24]([CH3:27])=[N:25][N:26]=4)[C:18]=3[CH:17]=[C:16]2[C:28]2[O:29][CH:30]=[N:31][N:32]=2)[CH:13]=1)[CH2:5][N:6]1[CH2:9][CH:8](O)[CH2:7]1.N1CCC1, predict the reaction product. The product is: [N:6]1([CH2:5][C:4]2[CH:11]=[C:12]([CH:13]=[C:2]([Cl:1])[CH:3]=2)[CH2:14][N:15]2[C:19]3[CH:20]=[CH:21][C:22]4[N:23]([C:24]([CH3:27])=[N:25][N:26]=4)[C:18]=3[CH:17]=[C:16]2[C:28]2[O:29][CH:30]=[N:31][N:32]=2)[CH2:7][CH2:8][CH2:9]1. (2) Given the reactants [CH3:1][C@H:2]1[NH:7][CH2:6][CH2:5][N:4](C2C=CC(CCC)=CC=2)[CH2:3]1.Br[C:18]1[CH:23]=[CH:22][C:21]([C:24]2[C:28]3[CH:29]=[CH:30][CH:31]=[CH:32][C:27]=3[O:26][CH:25]=2)=[CH:20][CH:19]=1, predict the reaction product. The product is: [O:26]1[C:27]2[CH:32]=[CH:31][CH:30]=[CH:29][C:28]=2[C:24]([C:21]2[CH:22]=[CH:23][C:18]([N:4]3[CH2:5][CH2:6][NH:7][C@H:2]([CH3:1])[CH2:3]3)=[CH:19][CH:20]=2)=[CH:25]1. (3) The product is: [CH2:17]([O:16][C:14]1[CH:15]=[C:10]([CH:11]=[C:12]([O:25][CH2:26][C:27]2[CH:32]=[CH:31][CH:30]=[CH:29][CH:28]=2)[C:13]=1[Br:24])[C:9]([OH:33])=[O:8])[C:18]1[CH:19]=[CH:20][CH:21]=[CH:22][CH:23]=1. Given the reactants C([O:8][C:9](=[O:33])[C:10]1[CH:15]=[C:14]([O:16][CH2:17][C:18]2[CH:23]=[CH:22][CH:21]=[CH:20][CH:19]=2)[C:13]([Br:24])=[C:12]([O:25][CH2:26][C:27]2[CH:32]=[CH:31][CH:30]=[CH:29][CH:28]=2)[CH:11]=1)C1C=CC=CC=1.[OH-].[Na+].CCOCC, predict the reaction product. (4) Given the reactants [CH2:1]([NH:3][C:4]1[CH:5]=[N:6][CH:7]=[CH:8][CH:9]=1)[CH3:2].Cl[C:11]1[CH:20]=[CH:19][C:18]2[C:13](=[C:14]([C:21]3[NH:29][C:28]4[CH2:27][CH2:26][NH:25][C:24](=[O:30])[C:23]=4[CH:22]=3)[CH:15]=[CH:16][CH:17]=2)[N:12]=1.C[Si]([N-][Si](C)(C)C)(C)C.[Na+].C(O)(C(F)(F)F)=O, predict the reaction product. The product is: [CH2:1]([N:3]([C:4]1[CH:5]=[N:6][CH:7]=[CH:8][CH:9]=1)[C:11]1[CH:20]=[CH:19][C:18]2[C:13](=[C:14]([C:21]3[NH:29][C:28]4[CH2:27][CH2:26][NH:25][C:24](=[O:30])[C:23]=4[CH:22]=3)[CH:15]=[CH:16][CH:17]=2)[N:12]=1)[CH3:2].